Dataset: Reaction yield outcomes from USPTO patents with 853,638 reactions. Task: Predict the reaction yield, written as a fraction of the theoretical maximum amount of product (1.0 means a 100% yield; for example, 0.34 means a 34% yield). (1) The reactants are [S:1]([N:11]1[C:15]2=[N:16][CH:17]=[C:18]([CH:20]=O)[N:19]=[C:14]2[CH:13]=[CH:12]1)([C:4]1[CH:10]=[CH:9][C:7]([CH3:8])=[CH:6][CH:5]=1)(=[O:3])=[O:2].[CH3:22][C:23]([S@@:26]([NH2:28])=[O:27])([CH3:25])[CH3:24]. The catalyst is C(Cl)Cl.S([O-])([O-])(=O)=O.[Cu+2]. The product is [CH3:22][C:23]([S@@:26](/[N:28]=[CH:20]/[C:18]1[N:19]=[C:14]2[CH:13]=[CH:12][N:11]([S:1]([C:4]3[CH:10]=[CH:9][C:7]([CH3:8])=[CH:6][CH:5]=3)(=[O:3])=[O:2])[C:15]2=[N:16][CH:17]=1)=[O:27])([CH3:25])[CH3:24]. The yield is 0.990. (2) The reactants are C([O-])=O.[K+].[C:5]([C:8]1[CH:13]=[CH:12][CH:11]=[CH:10][CH:9]=1)(=[O:7])[CH3:6]. The catalyst is [Ru].CO. The product is [C:8]1([C@H:5]([OH:7])[CH3:6])[CH:13]=[CH:12][CH:11]=[CH:10][CH:9]=1. The yield is 1.00. (3) The reactants are [CH3:1][NH2:2].O1CCCC1.O1CCCC1.N1(O[C:23](=[O:39])[CH2:24][C@H:25]2[O:30][CH2:29][C@H:28]([NH:31][C:32](=[O:38])[O:33][C:34]([CH3:37])([CH3:36])[CH3:35])[CH2:27][CH2:26]2)C2C=CC=CC=2N=N1. The catalyst is C(OCC)(=O)C. The product is [CH3:1][NH:2][C:23](=[O:39])[CH2:24][C@H:25]1[O:30][CH2:29][C@H:28]([NH:31][C:32](=[O:38])[O:33][C:34]([CH3:35])([CH3:36])[CH3:37])[CH2:27][CH2:26]1. The yield is 0.490. (4) The reactants are Br[C:2]1[C:3]([CH3:19])=[C:4]([CH2:12][N:13]2[CH2:18][CH2:17][O:16][CH2:15][CH2:14]2)[N:5]2[C:10]=1[C:9]([NH2:11])=[N:8][CH:7]=[N:6]2.CC1(C)C(C)(C)OB([C:28]2[CH:33]=[CH:32][C:31]([NH:34][C:35]([NH:37][C:38]3[CH:43]=[C:42]([C:44]([F:47])([F:46])[F:45])[CH:41]=[CH:40][N:39]=3)=[O:36])=[CH:30][CH:29]=2)O1.FC1C=CC(C(F)(F)F)=CC=1NC(NC1C=CC(B2OC(C)(C)C(C)(C)O2)=CC=1)=O. No catalyst specified. The product is [NH2:11][C:9]1[C:10]2=[C:2]([C:28]3[CH:29]=[CH:30][C:31]([NH:34][C:35]([NH:37][C:38]4[CH:43]=[C:42]([C:44]([F:46])([F:45])[F:47])[CH:41]=[CH:40][N:39]=4)=[O:36])=[CH:32][CH:33]=3)[C:3]([CH3:19])=[C:4]([CH2:12][N:13]3[CH2:18][CH2:17][O:16][CH2:15][CH2:14]3)[N:5]2[N:6]=[CH:7][N:8]=1. The yield is 0.440. (5) The reactants are [CH3:1][C:2]1[N:3]=[C:4]([O:9][C:10]2[CH:15]=[CH:14][CH:13]=[CH:12][CH:11]=2)[S:5][C:6]=1[CH2:7][OH:8]. The catalyst is C(Cl)(Cl)Cl.O=[Mn]=O. The product is [CH3:1][C:2]1[N:3]=[C:4]([O:9][C:10]2[CH:15]=[CH:14][CH:13]=[CH:12][CH:11]=2)[S:5][C:6]=1[CH:7]=[O:8]. The yield is 0.800. (6) The reactants are [CH3:1][O:2][CH:3]([O:19][CH3:20])[C@:4]1([CH3:18])[C@H:9]2[O:10][C@H:8]2[C:7]2[CH:11]=[C:12]([N+:15]([O-:17])=[O:16])[CH:13]=[CH:14][C:6]=2[O:5]1.[Cl:21]([C:24]1[CH:25]=[C:26]([NH:30][CH2:31][C:32]2[NH:33][CH:34]=[CH:35][N:36]=2)[CH:27]=[CH:28][CH:29]=1)(=O)=O. No catalyst specified. The product is [CH3:1][O:2][CH:3]([O:19][CH3:20])[C@:4]1([CH3:18])[C@@H:9]([OH:10])[C@H:8]([N:30]([C:26]2[CH:27]=[CH:28][CH:29]=[C:24]([Cl:21])[CH:25]=2)[CH2:31][C:32]2[NH:33][CH:34]=[CH:35][N:36]=2)[C:7]2[CH:11]=[C:12]([N+:15]([O-:17])=[O:16])[CH:13]=[CH:14][C:6]=2[O:5]1. The yield is 0.350. (7) The reactants are [Cl:1][C:2]1[CH:16]=[CH:15][C:14]([Cl:17])=[CH:13][C:3]=1[C:4]([C:6]1[CH:11]=[CH:10][C:9](F)=[CH:8][CH:7]=1)=[O:5].[NH:18]1[CH:22]=[CH:21][CH:20]=[CH:19]1.C(=O)([O-])[O-].[K+].[K+].O. The catalyst is C1(C)C=CC=CC=1. The product is [Cl:1][C:2]1[CH:16]=[CH:15][C:14]([Cl:17])=[CH:13][C:3]=1[C:4]([C:6]1[CH:11]=[CH:10][C:9]([N:18]2[CH:22]=[CH:21][CH:20]=[CH:19]2)=[CH:8][CH:7]=1)=[O:5]. The yield is 0.793.